This data is from Forward reaction prediction with 1.9M reactions from USPTO patents (1976-2016). The task is: Predict the product of the given reaction. (1) Given the reactants [C:1](Cl)(=[O:10])[CH:2]=[CH:3][C:4]1[CH:9]=[CH:8][CH:7]=[CH:6][CH:5]=1.[OH:12][C@@H:13]1[C:18]2=[C:19]3[C:28](=[C:29]([O:31][CH3:32])[CH:30]=[C:17]2[O:16][C:15]([CH3:40])([CH3:39])[C@@H:14]1[OH:41])[C:27](=[O:33])[C:26]1[C:21](=[CH:22][CH:23]=[C:24]2[CH:37]=[CH:36][CH:35]=[CH:34][C:25]2=1)[N:20]3[CH3:38], predict the reaction product. The product is: [C:4]1(/[CH:3]=[CH:2]/[C:1]([O:41][CH:14]2[C:15]([CH3:39])([CH3:40])[O:16][C:17]3[C:18](=[C:19]4[C:28](=[C:29]([O:31][CH3:32])[CH:30]=3)[C:27](=[O:33])[C:26]3[C:21](=[CH:22][CH:23]=[C:24]5[CH:37]=[CH:36][CH:35]=[CH:34][C:25]5=3)[N:20]4[CH3:38])[CH:13]2[OH:12])=[O:10])[CH:9]=[CH:8][CH:7]=[CH:6][CH:5]=1. (2) Given the reactants C([Li])(C)(C)C.[CH2:6]([O:10][C:11]1[CH:12]=[C:13]([CH2:17][C:18]#[N:19])[CH:14]=[CH:15][CH:16]=1)[CH2:7][CH2:8][CH3:9].C1C=CC(S(N(S(C2C=CC=CC=2)(=O)=O)[F:30])(=O)=O)=CC=1, predict the reaction product. The product is: [CH2:6]([O:10][C:11]1[CH:12]=[C:13]([CH:17]([F:30])[C:18]#[N:19])[CH:14]=[CH:15][CH:16]=1)[CH2:7][CH2:8][CH3:9]. (3) Given the reactants [CH3:1][C:2]1[CH:3]=[C:4]([C:12](OC)=[O:13])[CH:5]=[N:6][C:7]=1[C:8]([F:11])([F:10])[F:9].CC(C[AlH]CC(C)C)C, predict the reaction product. The product is: [CH3:1][C:2]1[CH:3]=[C:4]([CH2:12][OH:13])[CH:5]=[N:6][C:7]=1[C:8]([F:11])([F:9])[F:10].